From a dataset of Full USPTO retrosynthesis dataset with 1.9M reactions from patents (1976-2016). Predict the reactants needed to synthesize the given product. (1) Given the product [CH:1]1([C:4]([N:6]2[CH2:11][CH2:10][N:9]([C:12]([C:14]3[CH:21]=[CH:20][C:17]([CH:50]4[C:47](=[O:48])[C:33]5[C:37]([C:36]([O:35][CH3:34])=[O:41])=[CH:38][CH:39]=[CH:40][C:32]=5[NH:31][CH:30]4[C:29]4[CH:28]=[CH:27][C:26]([CH:25]([O:44][CH2:45][CH3:46])[O:24][CH2:22][CH3:23])=[CH:43][CH:42]=4)=[CH:16][CH:15]=3)=[O:13])[CH2:8][CH2:7]2)=[O:5])[CH2:2][CH2:3]1, predict the reactants needed to synthesize it. The reactants are: [CH:1]1([C:4]([N:6]2[CH2:11][CH2:10][N:9]([C:12]([C:14]3[CH:21]=[CH:20][C:17](C=O)=[CH:16][CH:15]=3)=[O:13])[CH2:8][CH2:7]2)=[O:5])[CH2:3][CH2:2]1.[CH2:22]([O:24][CH:25]([O:44][CH2:45][CH3:46])[C:26]1[CH:43]=[CH:42][C:29]([CH:30]=[N:31][C:32]2[CH:40]=[CH:39][CH:38]=[C:37]3[C:33]=2[CH2:34][O:35][C:36]3=[O:41])=[CH:28][CH:27]=1)[CH3:23].[CH3:47][O-:48].[Na+].[CH3:50]O. (2) Given the product [C:1]([O:5][C:6](=[O:34])[NH:7][C@H:8]([C:28]1[CH:33]=[CH:32][CH:31]=[CH:30][CH:29]=1)[CH2:9][N:10]1[C:15](=[O:16])[C:14]([NH:17][C:44](=[O:45])[CH2:43][Cl:42])=[CH:13][N:12]([CH2:18][C:19]2[C:20]([F:26])=[CH:21][CH:22]=[CH:23][C:24]=2[F:25])[C:11]1=[O:27])([CH3:4])([CH3:2])[CH3:3], predict the reactants needed to synthesize it. The reactants are: [C:1]([O:5][C:6](=[O:34])[NH:7][C@H:8]([C:28]1[CH:33]=[CH:32][CH:31]=[CH:30][CH:29]=1)[CH2:9][N:10]1[C:15](=[O:16])[C:14]([NH2:17])=[CH:13][N:12]([CH2:18][C:19]2[C:24]([F:25])=[CH:23][CH:22]=[CH:21][C:20]=2[F:26])[C:11]1=[O:27])([CH3:4])([CH3:3])[CH3:2].C(N(CC)CC)C.[Cl:42][CH2:43][C:44](Cl)=[O:45]. (3) Given the product [Cl:10][CH2:9][C:5]1[N:4]=[C:3]([CH2:2][N:21]2[CH2:20][CH2:19][N:18]([C:16]([O:15][C:11]([CH3:14])([CH3:13])[CH3:12])=[O:17])[CH2:23][CH2:22]2)[CH:8]=[CH:7][CH:6]=1, predict the reactants needed to synthesize it. The reactants are: Cl[CH2:2][C:3]1[CH:8]=[CH:7][CH:6]=[C:5]([CH2:9][Cl:10])[N:4]=1.[C:11]([O:15][C:16]([N:18]1[CH2:23][CH2:22][NH:21][CH2:20][CH2:19]1)=[O:17])([CH3:14])([CH3:13])[CH3:12]. (4) The reactants are: Br[C:2]1[C:6]([Br:7])=[CH:5][S:4][CH:3]=1.[CH3:8][Si:9]([CH3:16])([CH3:15])[O:10][C:11]#[C:12][CH2:13][CH3:14]. Given the product [Br:7][C:6]1[C:2]([C:14]#[C:13][CH2:12][CH2:11][O:10][Si:9]([CH3:16])([CH3:15])[CH3:8])=[CH:3][S:4][CH:5]=1, predict the reactants needed to synthesize it. (5) Given the product [F:7][C:4]([F:5])([F:6])[C:3]([C:9]1[CH:14]=[CH:13][C:12]([C:15]2[CH:20]=[CH:19][C:18]([NH:21][CH:22]3[CH2:27][CH2:26][NH:25][CH2:24][CH2:23]3)=[CH:17][CH:16]=2)=[CH:11][CH:10]=1)([OH:8])[C:2]([F:39])([F:38])[F:1], predict the reactants needed to synthesize it. The reactants are: [F:1][C:2]([F:39])([F:38])[C:3]([C:9]1[CH:14]=[CH:13][C:12]([C:15]2[CH:20]=[CH:19][C:18]([NH:21][CH:22]3[CH2:27][CH2:26][N:25](C(OCC4C=CC=CC=4)=O)[CH2:24][CH2:23]3)=[CH:17][CH:16]=2)=[CH:11][CH:10]=1)([OH:8])[C:4]([F:7])([F:6])[F:5].